Dataset: Full USPTO retrosynthesis dataset with 1.9M reactions from patents (1976-2016). Task: Predict the reactants needed to synthesize the given product. (1) Given the product [CH2:1]([O:3][C:4](=[O:24])[N:5]([C:6]1[CH:11]=[C:10]([Br:12])[N:9]=[C:8]([NH2:25])[C:7]=1[N+:14]([O-:16])=[O:15])[CH2:17][C:18]1[CH:23]=[CH:22][CH:21]=[CH:20][CH:19]=1)[CH3:2], predict the reactants needed to synthesize it. The reactants are: [CH2:1]([O:3][C:4](=[O:24])[N:5]([CH2:17][C:18]1[CH:23]=[CH:22][CH:21]=[CH:20][CH:19]=1)[C:6]1[CH:11]=[C:10]([Br:12])[N:9]=[C:8](Br)[C:7]=1[N+:14]([O-:16])=[O:15])[CH3:2].[NH3:25].C(OCC)(=O)C.O. (2) Given the product [NH2:1][N:2]1[C:11](=[O:12])[C:10]2[C:5](=[C:6]([O:23][CH3:24])[C:7]([N:14]3[CH2:18][CH:17]4[CH:19]([NH:22][CH2:38][CH2:37][C:36]#[N:39])[CH2:20][CH2:21][CH:16]4[CH2:15]3)=[C:8]([F:13])[CH:9]=2)[N:4]([CH:25]2[CH2:27][CH2:26]2)[C:3]1=[O:28], predict the reactants needed to synthesize it. The reactants are: [NH2:1][N:2]1[C:11](=[O:12])[C:10]2[C:5](=[C:6]([O:23][CH3:24])[C:7]([N:14]3[CH2:18][CH:17]4[CH:19]([NH2:22])[CH2:20][CH2:21][CH:16]4[CH2:15]3)=[C:8]([F:13])[CH:9]=2)[N:4]([CH:25]2[CH2:27][CH2:26]2)[C:3]1=[O:28].C(N(CC)CC)C.[C:36](#[N:39])[CH:37]=[CH2:38]. (3) Given the product [NH2:52][CH2:55][CH:56]1[CH2:60][C:59]2[CH:61]=[CH:62][CH:63]=[C:64]([NH:65][C:66]3[CH:67]=[CH:68][CH:69]=[CH:70][CH:71]=3)[C:58]=2[O:57]1, predict the reactants needed to synthesize it. The reactants are: CC1C=CC(S(OCC2CC3C=CC=C(NC4C=CC=CC=4)C=3O2)(=O)=O)=CC=1.[N-]=[N+]=[N-].[Na+].N(CC1CC2C=C(Cl)C=C(C3C=CSC=3)C=2O1)=[N+]=[N-].[N:52]([CH2:55][CH:56]1[CH2:60][C:59]2[CH:61]=[CH:62][CH:63]=[C:64]([NH:65][C:66]3[CH:71]=[CH:70][CH:69]=[CH:68][CH:67]=3)[C:58]=2[O:57]1)=[N+]=[N-].[N-]=[N+]=[N-].C1(P(C2C=CC=CC=2)C2C=CC=CC=2)C=CC=CC=1. (4) Given the product [CH2:1]([O:8][C:9]1[C:14]2[C:15]([O:18][CH2:20][CH:21]3[CH2:26][CH2:25][N:24]([C:27]([O:29][C:30]([CH3:31])([CH3:33])[CH3:32])=[O:28])[CH2:23][CH2:22]3)=[N:16][O:17][C:13]=2[CH:12]=[CH:11][CH:10]=1)[C:2]1[CH:3]=[CH:4][CH:5]=[CH:6][CH:7]=1, predict the reactants needed to synthesize it. The reactants are: [CH2:1]([O:8][C:9]1[C:14]2[C:15]([OH:18])=[N:16][O:17][C:13]=2[CH:12]=[CH:11][CH:10]=1)[C:2]1[CH:7]=[CH:6][CH:5]=[CH:4][CH:3]=1.O[CH2:20][CH:21]1[CH2:26][CH2:25][N:24]([C:27]([O:29][C:30]([CH3:33])([CH3:32])[CH3:31])=[O:28])[CH2:23][CH2:22]1.OCCC1CCN(C(OC(C)(C)C)=O)CC1. (5) Given the product [F:28][C:25]1[CH:26]=[CH:27][C:22]([C:21]([NH:20][C:17]2[CH:18]=[CH:19][C:14]([CH2:13][NH:12][C:10]3[C:9]4[C:4](=[CH:5][CH:6]=[CH:7][CH:8]=4)[N:3]=[C:2]([NH:30][CH2:31][C:32]([O:34][C:35]([CH3:38])([CH3:37])[CH3:36])=[O:33])[N:11]=3)=[CH:15][CH:16]=2)=[O:29])=[CH:23][CH:24]=1, predict the reactants needed to synthesize it. The reactants are: Cl[C:2]1[N:11]=[C:10]([NH:12][CH2:13][C:14]2[CH:19]=[CH:18][C:17]([NH:20][C:21](=[O:29])[C:22]3[CH:27]=[CH:26][C:25]([F:28])=[CH:24][CH:23]=3)=[CH:16][CH:15]=2)[C:9]2[C:4](=[CH:5][CH:6]=[CH:7][CH:8]=2)[N:3]=1.[NH2:30][CH2:31][C:32]([O:34][C:35]([CH3:38])([CH3:37])[CH3:36])=[O:33]. (6) Given the product [ClH:30].[NH2:7][C@@H:8]1[C:9](=[O:28])[NH:10][C:11]2[CH:27]=[CH:26][CH:25]=[CH:24][C:12]=2[N:13]([C:15](=[O:23])[C:16]2[CH:21]=[CH:20][C:19]([F:22])=[CH:18][CH:17]=2)[CH2:14]1, predict the reactants needed to synthesize it. The reactants are: C(OC(=O)[NH:7][C@H:8]1[CH2:14][N:13]([C:15](=[O:23])[C:16]2[CH:21]=[CH:20][C:19]([F:22])=[CH:18][CH:17]=2)[C:12]2[CH:24]=[CH:25][CH:26]=[CH:27][C:11]=2[NH:10][C:9]1=[O:28])(C)(C)C.[ClH:30].